This data is from Forward reaction prediction with 1.9M reactions from USPTO patents (1976-2016). The task is: Predict the product of the given reaction. (1) Given the reactants [OH:1][CH2:2][C@H:3]1[CH2:7][CH2:6][C@@H:5]([C:8]2[CH:13]=[CH:12][CH:11]=[CH:10][CH:9]=2)[N:4]1[C:14]([O:16][C:17]([CH3:20])([CH3:19])[CH3:18])=[O:15].CCN(CC)CC.N1C=CC=CC=1, predict the reaction product. The product is: [CH:2]([C@H:3]1[CH2:7][CH2:6][C@@H:5]([C:8]2[CH:9]=[CH:10][CH:11]=[CH:12][CH:13]=2)[N:4]1[C:14]([O:16][C:17]([CH3:20])([CH3:19])[CH3:18])=[O:15])=[O:1]. (2) Given the reactants [N:1]1[C:6]2[CH2:7][NH:8][CH2:9][C:5]=2[C:4]([NH:10][C:11]2[CH:12]=[N:13][C:14]3[C:19]([CH:20]=2)=[CH:18][CH:17]=[CH:16][CH:15]=3)=[N:3][CH:2]=1.[CH:21]1([CH:27]=O)[CH2:26][CH2:25][CH2:24][CH2:23][CH2:22]1.C(O)(=O)C.CS(C)=O.C(O[BH-](OC(=O)C)OC(=O)C)(=O)C.[Na+], predict the reaction product. The product is: [CH:21]1([CH2:27][N:8]2[CH2:9][C:5]3[C:4]([NH:10][C:11]4[CH:12]=[N:13][C:14]5[C:19]([CH:20]=4)=[CH:18][CH:17]=[CH:16][CH:15]=5)=[N:3][CH:2]=[N:1][C:6]=3[CH2:7]2)[CH2:26][CH2:25][CH2:24][CH2:23][CH2:22]1. (3) Given the reactants [Cl:1][C:2]1[N:10]=[C:9]2[C:5]([N:6]=[CH:7][N:8]2[CH:11]2[CH2:15][CH2:14][CH2:13][CH2:12]2)=[C:4]([NH:16][CH2:17][CH2:18][NH:19][S:20]([C:23]2[CH:28]=[CH:27][C:26]([C:29]([F:32])([F:31])[F:30])=[CH:25][CH:24]=2)(=[O:22])=[O:21])[N:3]=1.[NH2:33][C@H:34]1[CH2:39][CH2:38][C@H:37]([NH2:40])[CH2:36][CH2:35]1.CCOC(C)=O, predict the reaction product. The product is: [ClH:1].[ClH:1].[NH2:33][C@H:34]1[CH2:39][CH2:38][C@H:37]([NH:40][C:2]2[N:10]=[C:9]3[C:5]([N:6]=[CH:7][N:8]3[CH:11]3[CH2:15][CH2:14][CH2:13][CH2:12]3)=[C:4]([NH:16][CH2:17][CH2:18][NH:19][S:20]([C:23]3[CH:28]=[CH:27][C:26]([C:29]([F:30])([F:32])[F:31])=[CH:25][CH:24]=3)(=[O:22])=[O:21])[N:3]=2)[CH2:36][CH2:35]1.